From a dataset of CYP2C19 inhibition data for predicting drug metabolism from PubChem BioAssay. Regression/Classification. Given a drug SMILES string, predict its absorption, distribution, metabolism, or excretion properties. Task type varies by dataset: regression for continuous measurements (e.g., permeability, clearance, half-life) or binary classification for categorical outcomes (e.g., BBB penetration, CYP inhibition). Dataset: cyp2c19_veith. (1) The drug is COc1ccc(/C(C#N)=C/c2c(-c3ccc(Cl)cc3)nc3c(C)cccn23)cc1. The result is 1 (inhibitor). (2) The molecule is C[C@@H](CNC(N)=O)NC(N)=O. The result is 0 (non-inhibitor). (3) The result is 0 (non-inhibitor). The molecule is O=C(O)C[C@H](Sc1ccccc1)c1ccccc1. (4) The compound is CN(C)CCNC(=O)Cn1nc(-c2ccc(Cl)cc2)ccc1=O. The result is 0 (non-inhibitor). (5) The drug is O=C1NC(=O)C(c2ccccc2[N+](=O)[O-])=C1Nc1ccc(O)c(Cl)c1. The result is 0 (non-inhibitor). (6) The compound is CCNc1ncc2nc(-c3cc(F)cc(F)c3)c(=O)n(C)c2n1. The result is 0 (non-inhibitor). (7) The compound is CC(C)Oc1cc(O)c2c(c1)OCC=C2CCC(=O)O. The result is 1 (inhibitor).